This data is from Forward reaction prediction with 1.9M reactions from USPTO patents (1976-2016). The task is: Predict the product of the given reaction. The product is: [F:15][C:16]([F:24])([F:23])[CH:17]1[CH2:22][CH2:21][CH2:20][N:19]([C:2]2[CH:3]=[CH:4][C:5]3[N:12]4[CH2:13][C@H:8]([CH2:9][CH2:10][CH2:11]4)[NH:7][C:6]=3[N:14]=2)[CH2:18]1. Given the reactants Cl[C:2]1[CH:3]=[CH:4][C:5]2[N:12]3[CH2:13][C@H:8]([CH2:9][CH2:10][CH2:11]3)[NH:7][C:6]=2[N:14]=1.[F:15][C:16]([F:24])([F:23])[CH:17]1[CH2:22][CH2:21][CH2:20][NH:19][CH2:18]1.CC([O-])(C)C.[K+].CCOC(C)=O.CCCCCC, predict the reaction product.